Dataset: Forward reaction prediction with 1.9M reactions from USPTO patents (1976-2016). Task: Predict the product of the given reaction. (1) Given the reactants Cl[CH2:2][C:3]1[C:4]([C:9]2[CH:14]=[CH:13][CH:12]=[C:11]([Cl:15])[CH:10]=2)=[N:5][CH:6]=[CH:7][CH:8]=1.[OH:16][C:17]1[C:18]([CH:25]=[O:26])=[CH:19][C:20]([O:23][CH3:24])=[N:21][CH:22]=1.C(=O)([O-])[O-].[K+].[K+], predict the reaction product. The product is: [Cl:15][C:11]1[CH:10]=[C:9]([C:4]2[C:3]([CH2:2][O:16][C:17]3[C:18]([CH:25]=[O:26])=[CH:19][C:20]([O:23][CH3:24])=[N:21][CH:22]=3)=[CH:8][CH:7]=[CH:6][N:5]=2)[CH:14]=[CH:13][CH:12]=1. (2) Given the reactants [CH3:1][N:2]1[C:6]([C:7]2[CH:8]=[C:9]([C@@H:13]([NH:17][C:18](=[O:24])[O:19][C:20]([CH3:23])([CH3:22])[CH3:21])[CH2:14][CH:15]=[CH2:16])[CH:10]=[N:11][CH:12]=2)=[C:5]([N+:25]([O-])=O)[CH:4]=[N:3]1.O.[NH4+].[Cl-], predict the reaction product. The product is: [NH2:25][C:5]1[CH:4]=[N:3][N:2]([CH3:1])[C:6]=1[C:7]1[CH:8]=[C:9]([C@@H:13]([NH:17][C:18](=[O:24])[O:19][C:20]([CH3:22])([CH3:21])[CH3:23])[CH2:14][CH:15]=[CH2:16])[CH:10]=[N:11][CH:12]=1. (3) Given the reactants [OH:1][CH2:2][CH2:3][NH:4][C:5](=[O:12])[C:6]1[CH:11]=[CH:10][CH:9]=[CH:8][CH:7]=1.[B:13]1([B:13]2[O:17][C:16]([CH3:19])([CH3:18])[C:15]([CH3:21])([CH3:20])[O:14]2)[O:17][C:16]([CH3:19])([CH3:18])[C:15]([CH3:21])([CH3:20])[O:14]1.C([O-])(=O)C.[K+], predict the reaction product. The product is: [OH:1][CH2:2][CH2:3][NH:4][C:5](=[O:12])[C:6]1[CH:11]=[CH:10][C:9]([B:13]2[O:17][C:16]([CH3:19])([CH3:18])[C:15]([CH3:21])([CH3:20])[O:14]2)=[CH:8][CH:7]=1. (4) Given the reactants [C:1]([NH:4][C:5]1[C:14]([NH2:15])=[CH:13][C:8]([C:9]([O:11][CH3:12])=[O:10])=[C:7]([OH:16])[C:6]=1[Br:17])(=[O:3])[CH3:2].[N:18]#[C:19][NH2:20], predict the reaction product. The product is: [C:1]([NH:4][C:5]1[C:14]([NH:15][C:19]([NH2:20])=[NH:18])=[CH:13][C:8]([C:9]([O:11][CH3:12])=[O:10])=[C:7]([OH:16])[C:6]=1[Br:17])(=[O:3])[CH3:2].